Dataset: Full USPTO retrosynthesis dataset with 1.9M reactions from patents (1976-2016). Task: Predict the reactants needed to synthesize the given product. (1) Given the product [OH:10][CH2:9][C:7]1[CH:8]=[C:3]([CH:4]=[CH:5][C:6]=1[CH2:11][N:12]([CH2:23][C:24]1[C:29]([CH3:30])=[CH:28][CH:27]=[CH:26][N:25]=1)[CH:13]1[C:22]2[N:45]=[CH:20][CH:19]=[CH:18][C:17]=2[CH2:16][CH2:15][CH2:14]1)[CH2:2][NH:1][C:38](=[O:40])[CH:37]([C:31]1[CH:32]=[CH:33][CH:34]=[CH:35][CH:36]=1)[CH2:41][CH3:42], predict the reactants needed to synthesize it. The reactants are: [NH2:1][CH2:2][C:3]1[CH:4]=[CH:5][C:6]([CH2:11][N:12]([CH2:23][C:24]2[C:29]([CH3:30])=[CH:28][CH:27]=[CH:26][N:25]=2)[C@@H:13]2[C:22]3[C:17](=[CH:18][CH:19]=[CH:20]C=3)[CH2:16][CH2:15][CH2:14]2)=[C:7]([CH2:9][OH:10])[CH:8]=1.[C:31]1([C@H:37]([CH2:41][CH3:42])[C:38]([OH:40])=O)[CH:36]=[CH:35][CH:34]=[CH:33][CH:32]=1.CC[N:45]=C=NCCCN(C)C.C1C=CC2N(O)N=NC=2C=1.CCN(C(C)C)C(C)C. (2) Given the product [CH3:31][C@H:28]1[C@@H:6]2[CH2:7][CH2:8][C:9]3[CH:10]=[N:11][C:12]([C:15]4[CH:16]=[CH:17][C:18]([C:19]5[O:25][N:24]=[C:22]([CH3:23])[N:21]=5)=[CH:26][CH:27]=4)=[N:13][C:14]=3[C@@:5]2([C:32]2[CH:37]=[CH:36][CH:35]=[CH:34][CH:33]=2)[CH:4]=[C:3]([C:1]#[N:2])[C:29]1=[O:30], predict the reactants needed to synthesize it. The reactants are: [C:1]([C:3]1[C:29](=[O:30])[C@@H:28]([CH3:31])[C@@H:6]2[CH2:7][CH2:8][C:9]3[CH:10]=[N:11][C:12]([C:15]4[CH:27]=[CH:26][C:18]([C:19]([NH:21]/[C:22](=[N:24]\[OH:25])/[CH3:23])=O)=[CH:17][CH:16]=4)=[N:13][C:14]=3[C@@:5]2([C:32]2[CH:37]=[CH:36][CH:35]=[CH:34][CH:33]=2)[CH:4]=1)#[N:2].C(P1(=O)OP(=O)(CCC)OP(=O)(CCC)O1)CC.C(OCC)(=O)C. (3) Given the product [NH2:9][C:10]1[CH:11]=[CH:12][C:13]([C@@H:16]2[CH2:4][C@H:17]2[C:18]([O:20][CH2:21][CH3:22])=[O:19])=[CH:14][CH:15]=1, predict the reactants needed to synthesize it. The reactants are: [H-].[Na+].[I-].[CH3:4][S+](C)(C)=O.[NH2:9][C:10]1[CH:15]=[CH:14][C:13](/[CH:16]=[CH:17]/[C:18]([O:20][CH2:21][CH3:22])=[O:19])=[CH:12][CH:11]=1.